From a dataset of Full USPTO retrosynthesis dataset with 1.9M reactions from patents (1976-2016). Predict the reactants needed to synthesize the given product. (1) Given the product [CH:16]1([CH2:22][CH2:23][C:24]2[N:25]([CH2:2][C:3]3[C:12]4[C:7](=[C:8]([F:14])[C:9]([F:13])=[CH:10][CH:11]=4)[NH:6][C:5](=[O:15])[CH:4]=3)[C:26]3[CH:32]=[CH:31][CH:30]=[CH:29][C:27]=3[N:28]=2)[CH2:21][CH2:20][CH2:19][CH2:18][CH2:17]1, predict the reactants needed to synthesize it. The reactants are: Br[CH2:2][C:3]1[C:12]2[C:7](=[C:8]([F:14])[C:9]([F:13])=[CH:10][CH:11]=2)[NH:6][C:5](=[O:15])[CH:4]=1.[CH:16]1([CH2:22][CH2:23][C:24]2[NH:28][C:27]3[CH:29]=[CH:30][CH:31]=[CH:32][C:26]=3[N:25]=2)[CH2:21][CH2:20][CH2:19][CH2:18][CH2:17]1. (2) Given the product [Cl:1][C:2]1[CH:16]=[CH:15][C:5]([O:6][CH2:7][C:8]([O:10][C:11]([CH3:14])([CH3:13])[CH3:12])=[O:9])=[C:4]([CH:17]([Cl:33])[CH3:18])[CH:3]=1, predict the reactants needed to synthesize it. The reactants are: [Cl:1][C:2]1[CH:16]=[CH:15][C:5]([O:6][CH2:7][C:8]([O:10][C:11]([CH3:14])([CH3:13])[CH3:12])=[O:9])=[C:4]([CH:17](O)[CH3:18])[CH:3]=1.CCN(C(C)C)C(C)C.CS([Cl:33])(=O)=O. (3) Given the product [Cl:1][C:2]1[CH:3]=[C:4]2[C:12](=[CH:13][CH:14]=1)[NH:11][C:10]1[CH:9]([NH:15][C:21]([C:20]3[O:16][N:17]=[CH:18][CH:19]=3)=[O:22])[CH2:8][CH2:7][CH2:6][C:5]2=1, predict the reactants needed to synthesize it. The reactants are: [Cl:1][C:2]1[CH:3]=[C:4]2[C:12](=[CH:13][CH:14]=1)[NH:11][C:10]1[CH:9]([NH2:15])[CH2:8][CH2:7][CH2:6][C:5]2=1.[O:16]1[C:20]([C:21](Cl)=[O:22])=[CH:19][CH:18]=[N:17]1.